From a dataset of Full USPTO retrosynthesis dataset with 1.9M reactions from patents (1976-2016). Predict the reactants needed to synthesize the given product. Given the product [Cl:11][C:12]1[CH:19]=[C:18]([Cl:20])[CH:17]=[C:16]([Cl:21])[C:13]=1[CH2:4][CH2:6][C:7]([OH:9])=[O:8], predict the reactants needed to synthesize it. The reactants are: CC1(C)[O:9][C:7](=[O:8])[CH2:6][C:4](=O)O1.[Cl:11][C:12]1[CH:19]=[C:18]([Cl:20])[CH:17]=[C:16]([Cl:21])[C:13]=1C=O.